This data is from Full USPTO retrosynthesis dataset with 1.9M reactions from patents (1976-2016). The task is: Predict the reactants needed to synthesize the given product. (1) Given the product [C:1]([O:5][C:6]([NH:8][C@@H:9]([C:11]1[O:15][N:14]=[C:13]([C:16]([OH:18])=[O:17])[CH:12]=1)[CH3:10])=[O:7])([CH3:2])([CH3:3])[CH3:4], predict the reactants needed to synthesize it. The reactants are: [C:1]([O:5][C:6]([NH:8][C@@H:9]([C:11]1[O:15][N:14]=[C:13]([C:16]([O:18]CC)=[O:17])[CH:12]=1)[CH3:10])=[O:7])([CH3:4])([CH3:3])[CH3:2].[Li+].[OH-]. (2) Given the product [CH:13]([N:11]1[CH2:12][CH:9]([N:2]([CH3:3])[CH3:1])[CH2:10]1)([C:20]1[CH:25]=[CH:24][CH:23]=[CH:22][CH:21]=1)[C:14]1[CH:19]=[CH:18][CH:17]=[CH:16][CH:15]=1, predict the reactants needed to synthesize it. The reactants are: [CH3:1][NH:2][CH3:3].CS(O[CH:9]1[CH2:12][N:11]([CH:13]([C:20]2[CH:25]=[CH:24][CH:23]=[CH:22][CH:21]=2)[C:14]2[CH:19]=[CH:18][CH:17]=[CH:16][CH:15]=2)[CH2:10]1)(=O)=O. (3) Given the product [NH2:12][C:9]1[CH:10]=[CH:11][C:6]([C:2]2[S:1][CH:5]=[CH:4][CH:3]=2)=[CH:7][C:8]=1[NH:20][C:21](=[O:25])[O:22][CH2:23][CH3:24], predict the reactants needed to synthesize it. The reactants are: [S:1]1[CH:5]=[CH:4][CH:3]=[C:2]1[C:6]1[CH:11]=[CH:10][C:9]([NH:12]C(=O)OC(C)(C)C)=[C:8]([NH:20][C:21](=[O:25])[O:22][CH2:23][CH3:24])[CH:7]=1.Cl. (4) Given the product [O:11]=[C:1]1[C:9]2[C:4](=[CH:5][CH:6]=[CH:7][CH:8]=2)[C:3](=[O:10])[N:2]1[CH2:15][C:16]#[N:17], predict the reactants needed to synthesize it. The reactants are: [C:1]1(=[O:11])[C:9]2[C:4](=[CH:5][CH:6]=[CH:7][CH:8]=2)[C:3](=[O:10])[NH:2]1.[H-].[Na+].Cl[CH2:15][C:16]#[N:17].O. (5) The reactants are: [Cl:1][C:2]1[CH:10]=[CH:9][C:8]2[NH:7][C:6]3[CH2:11][CH2:12][N:13]([CH3:16])[CH2:14][CH2:15][C:5]=3[C:4]=2[CH:3]=1.N1CCC[C@H]1C(O)=O.[O-]P([O-])([O-])=O.[K+].[K+].[K+].Br[CH:34]=[C:35]([C:37]1[CH:42]=[CH:41][C:40]([Cl:43])=[C:39]([Cl:44])[CH:38]=1)[CH3:36]. Given the product [Cl:1][C:2]1[CH:10]=[CH:9][C:8]2[N:7](/[CH:34]=[C:35](/[C:37]3[CH:42]=[CH:41][C:40]([Cl:43])=[C:39]([Cl:44])[CH:38]=3)\[CH3:36])[C:6]3[CH2:11][CH2:12][N:13]([CH3:16])[CH2:14][CH2:15][C:5]=3[C:4]=2[CH:3]=1, predict the reactants needed to synthesize it. (6) Given the product [Cl:40][C:34]1[CH:35]=[C:36]2[C:31](=[CH:32][CH:33]=1)[N:30]=[C:29]([NH:11][C@H:12]1[CH2:17][CH2:16][CH2:15][C@H:14]([NH2:18])[CH2:13]1)[CH:38]=[C:37]2[CH3:39], predict the reactants needed to synthesize it. The reactants are: C(OC([N:11]([C:29]1[CH:38]=[C:37]([CH3:39])[C:36]2[C:31](=[CH:32][CH:33]=[C:34]([Cl:40])[CH:35]=2)[N:30]=1)[C@H:12]1[CH2:17][CH2:16][CH2:15][C@H:14]([NH:18]C(=O)OCC2C=CC=CC=2)[CH2:13]1)=O)C1C=CC=CC=1. (7) Given the product [Br:31][C:27]1[CH:26]=[C:25]([CH:16]([S:17][C:18]2[CH2:23][CH2:22][N:21]([CH3:24])[CH2:20][CH:19]=2)[C:15]2[NH:8][C:1]3[CH:6]=[CH:5][CH:4]=[CH:3][C:2]=3[N:7]=2)[CH:30]=[CH:29][CH:28]=1, predict the reactants needed to synthesize it. The reactants are: [C:1]1([NH2:8])[CH:6]=[CH:5][CH:4]=[CH:3][C:2]=1[NH2:7].C[Al](C)C.CO[C:15](=O)[CH:16]([C:25]1[CH:30]=[CH:29][CH:28]=[C:27]([Br:31])[CH:26]=1)[S:17][C:18]1[CH2:19][CH2:20][N:21]([CH3:24])[CH2:22][CH:23]=1.[OH-].[Na+]. (8) Given the product [Cl:5][C:6]1[CH:11]=[CH:10][C:9]([CH2:12][C:13]([C:15]2[CH:20]=[C:19]([OH:21])[CH:18]=[CH:17][C:16]=2[OH:23])=[O:14])=[CH:8][C:7]=1[F:25], predict the reactants needed to synthesize it. The reactants are: B(Br)(Br)Br.[Cl:5][C:6]1[CH:11]=[CH:10][C:9]([CH2:12][C:13]([C:15]2[CH:20]=[C:19]([O:21]C)[CH:18]=[CH:17][C:16]=2[O:23]C)=[O:14])=[CH:8][C:7]=1[F:25].CO.